This data is from Reaction yield outcomes from USPTO patents with 853,638 reactions. The task is: Predict the reaction yield, written as a fraction of the theoretical maximum amount of product (1.0 means a 100% yield; for example, 0.34 means a 34% yield). The reactants are [CH2:1]([N:8]1[CH2:17][CH2:16][C:15]2[C:14](=O)[NH:13][CH:12]=[CH:11][C:10]=2[CH2:9]1)[C:2]1[CH:7]=[CH:6][CH:5]=[CH:4][CH:3]=1.O=P(Cl)(Cl)[Cl:21]. No catalyst specified. The product is [CH2:1]([N:8]1[CH2:17][CH2:16][C:15]2[C:10](=[CH:11][CH:12]=[N:13][C:14]=2[Cl:21])[CH2:9]1)[C:2]1[CH:7]=[CH:6][CH:5]=[CH:4][CH:3]=1. The yield is 0.850.